Dataset: Reaction yield outcomes from USPTO patents with 853,638 reactions. Task: Predict the reaction yield, written as a fraction of the theoretical maximum amount of product (1.0 means a 100% yield; for example, 0.34 means a 34% yield). (1) The reactants are [CH3:1][C:2]([N:6]1[C:14]2[C:9](=[CH:10][CH:11]=[CH:12][CH:13]=2)[CH:8]=[C:7]1[CH3:15])([CH3:5])[CH2:3][OH:4].[H-].[Na+].I[CH3:19]. The catalyst is CN(C)C=O. The product is [CH3:19][O:4][CH2:3][C:2]([N:6]1[C:14]2[C:9](=[CH:10][CH:11]=[CH:12][CH:13]=2)[CH:8]=[C:7]1[CH3:15])([CH3:1])[CH3:5]. The yield is 0.960. (2) The reactants are [O:1]1[C:9]2[C:4](=[N:5][CH:6]=[CH:7][CH:8]=2)[CH:3]=[CH:2]1.C1C=C(Cl)C=C(C(OO)=[O:18])C=1. The catalyst is C(Cl)(Cl)Cl. The product is [O:1]1[C:9]2[C:4](=[N+:5]([O-:18])[CH:6]=[CH:7][CH:8]=2)[CH:3]=[CH:2]1. The yield is 0.880. (3) The reactants are [CH:1]1([CH2:6][C@H:7]([C:11]2[CH:16]=[CH:15][C:14]([S:17]([CH3:20])(=[O:19])=[O:18])=[C:13]([C:21]([F:24])([F:23])[F:22])[CH:12]=2)[C:8]([OH:10])=O)[CH2:5][CH2:4][CH2:3][CH2:2]1.C(Cl)(=O)C(Cl)=O.[NH2:31][C:32]1[CH:37]=[CH:36][N:35]=[CH:34][N:33]=1.N1C=CC=CC=1. The catalyst is C(Cl)Cl.CN(C)C=O.O1CCCC1. The product is [CH:1]1([CH2:6][C@H:7]([C:11]2[CH:16]=[CH:15][C:14]([S:17]([CH3:20])(=[O:18])=[O:19])=[C:13]([C:21]([F:22])([F:24])[F:23])[CH:12]=2)[C:8]([NH:31][C:32]2[CH:37]=[CH:36][N:35]=[CH:34][N:33]=2)=[O:10])[CH2:2][CH2:3][CH2:4][CH2:5]1. The yield is 0.721. (4) The yield is 0.400. The product is [CH3:11][C:10]1[S:12][C:2]2[C:3](=[O:9])[CH2:4][CH2:5][CH2:6][C:7]=2[N:13]=1. The reactants are Br[CH:2]1[C:7](=O)[CH2:6][CH2:5][CH2:4][C:3]1=[O:9].[C:10]([NH2:13])(=[S:12])[CH3:11]. The catalyst is N1C=CC=CC=1. (5) The reactants are Br[C:2]1[C:11]2[C:6](=[CH:7][C:8]([O:14][CH3:15])=[C:9]([O:12][CH3:13])[CH:10]=2)[N:5]=[N:4][CH:3]=1.[CH3:16][O:17][CH2:18][CH2:19][O:20][C:21]1[CH:29]=[CH:28][CH:27]=[C:26]2[C:22]=1[CH:23]=[N:24][NH:25]2.C(=O)([O-])[O-].[K+].[K+].CNCCNC. The catalyst is [Cu]I.C(O)=O.O.C1(C)C=CC=CC=1. The product is [CH3:13][O:12][C:9]1[CH:10]=[C:11]2[C:6](=[CH:7][C:8]=1[O:14][CH3:15])[N:5]=[N:4][CH:3]=[C:2]2[N:25]1[C:26]2[C:22](=[C:21]([O:20][CH2:19][CH2:18][O:17][CH3:16])[CH:29]=[CH:28][CH:27]=2)[CH:23]=[N:24]1. The yield is 0.110. (6) The reactants are [CH2:1]([C@H:8]([NH:39][C:40](=[O:46])[O:41][C:42]([CH3:45])([CH3:44])[CH3:43])[C@@H:9]([O:31][Si:32]([C:35]([CH3:38])([CH3:37])[CH3:36])([CH3:34])[CH3:33])[CH2:10][C@@H:11]([NH:20][C:21]([O:23][CH2:24][C:25]1[CH:30]=[CH:29][CH:28]=[CH:27][CH:26]=1)=[O:22])[CH2:12][C:13]1[CH:18]=[CH:17][C:16](Br)=[CH:15][CH:14]=1)[C:2]1[CH:7]=[CH:6][CH:5]=[CH:4][CH:3]=1.[Li+].[Cl-].[CH3:49][C:50]1[CH:51]=[CH:52][C:53]([Sn](CCCC)(CCCC)CCCC)=[N:54][CH:55]=1. The catalyst is CN(C=O)C.Cl[Pd](Cl)([P](C1C=CC=CC=1)(C1C=CC=CC=1)C1C=CC=CC=1)[P](C1C=CC=CC=1)(C1C=CC=CC=1)C1C=CC=CC=1. The product is [CH2:1]([C@H:8]([NH:39][C:40](=[O:46])[O:41][C:42]([CH3:45])([CH3:44])[CH3:43])[C@@H:9]([O:31][Si:32]([C:35]([CH3:38])([CH3:37])[CH3:36])([CH3:34])[CH3:33])[CH2:10][C@@H:11]([NH:20][C:21]([O:23][CH2:24][C:25]1[CH:30]=[CH:29][CH:28]=[CH:27][CH:26]=1)=[O:22])[CH2:12][C:13]1[CH:18]=[CH:17][C:16]([C:53]2[CH:52]=[CH:51][C:50]([CH3:49])=[CH:55][N:54]=2)=[CH:15][CH:14]=1)[C:2]1[CH:7]=[CH:6][CH:5]=[CH:4][CH:3]=1. The yield is 0.740.